This data is from Reaction yield outcomes from USPTO patents with 853,638 reactions. The task is: Predict the reaction yield, written as a fraction of the theoretical maximum amount of product (1.0 means a 100% yield; for example, 0.34 means a 34% yield). The reactants are [NH2:1][CH2:2][C:3]([CH3:14])([CH3:13])[CH2:4][NH:5][C:6](=[O:12])[O:7][C:8]([CH3:11])([CH3:10])[CH3:9].[N+:15]([C:18]1[CH:23]=[CH:22][CH:21]=[CH:20][C:19]=1NC1CCN(C(OC(C)(C)C)=O)CC1)([O-:17])=[O:16]. No catalyst specified. The product is [CH3:13][C:3]([CH3:14])([CH2:2][NH:1][C:19]1[CH:20]=[CH:21][CH:22]=[CH:23][C:18]=1[N+:15]([O-:17])=[O:16])[CH2:4][NH:5][C:6](=[O:12])[O:7][C:8]([CH3:9])([CH3:11])[CH3:10]. The yield is 0.730.